This data is from Serine/threonine kinase 33 screen with 319,792 compounds. The task is: Binary Classification. Given a drug SMILES string, predict its activity (active/inactive) in a high-throughput screening assay against a specified biological target. The molecule is s1c(CC(NC(=O)c2sccc2)C)ccc1. The result is 0 (inactive).